From a dataset of Reaction yield outcomes from USPTO patents with 853,638 reactions. Predict the reaction yield, written as a fraction of the theoretical maximum amount of product (1.0 means a 100% yield; for example, 0.34 means a 34% yield). The reactants are [CH3:1][N:2]1[C:6]([C:7]([OH:9])=O)=[CH:5][C:4]([C:10]([F:13])([F:12])[F:11])=[N:3]1.C(Cl)(=O)C(Cl)=O.[NH2:20][C:21]1[CH:22]=[C:23]([CH:40]=[CH:41][CH:42]=1)[O:24][C:25]1[CH:26]=[CH:27][C:28]2[N:29]([CH:31]=[C:32]([NH:34][C:35]([CH:37]3[CH2:39][CH2:38]3)=[O:36])[N:33]=2)[N:30]=1.C(N(CC)CC)C. The catalyst is CN(C)C=O.O1CCCC1. The product is [CH:37]1([C:35]([NH:34][C:32]2[N:33]=[C:28]3[CH:27]=[CH:26][C:25]([O:24][C:23]4[CH:22]=[C:21]([NH:20][C:7]([C:6]5[N:2]([CH3:1])[N:3]=[C:4]([C:10]([F:13])([F:12])[F:11])[CH:5]=5)=[O:9])[CH:42]=[CH:41][CH:40]=4)=[N:30][N:29]3[CH:31]=2)=[O:36])[CH2:38][CH2:39]1. The yield is 0.780.